The task is: Predict the reactants needed to synthesize the given product.. This data is from Full USPTO retrosynthesis dataset with 1.9M reactions from patents (1976-2016). (1) Given the product [C:28]1([CH:7]([C:1]2[CH:2]=[CH:3][CH:4]=[CH:5][CH:6]=2)[N:8]2[C:16]3[C:11](=[CH:12][CH:13]=[CH:14][CH:15]=3)[C:10]([C:17]3[C:25]([OH:26])=[CH:24][C:20]4[O:21][CH2:22][O:23][C:19]=4[CH:18]=3)([CH2:38][OH:49])[C:9]2=[O:27])[CH:33]=[CH:32][CH:31]=[CH:30][CH:29]=1, predict the reactants needed to synthesize it. The reactants are: [C:1]1([CH:7]([C:28]2[CH:33]=[CH:32][CH:31]=[CH:30][CH:29]=2)[N:8]2[C:16]3[C:11](=[CH:12][CH:13]=[CH:14][CH:15]=3)[CH:10]([C:17]3[C:25]([OH:26])=[CH:24][C:20]4[O:21][CH2:22][O:23][C:19]=4[CH:18]=3)[C:9]2=[O:27])[CH:6]=[CH:5][CH:4]=[CH:3][CH:2]=1.BrC1C=CC=C2C=1C(C1C(O)=CC3OCOC=3C=1)[C:38](=[O:49])N2CCCCC. (2) Given the product [F:33][C:2]([F:1])([F:32])[C:3]1[CH:4]=[C:5]([CH2:13][C:14]([N:16]2[CH2:21][CH2:20][CH:19]3[CH2:22][N:23]([C:41](=[O:42])[CH2:40][N:39]4[CH2:38][CH2:37][O:36][C:35]4=[O:34])[CH2:24][CH:18]3[CH:17]2[C:25]2[CH:26]=[CH:27][C:28]([F:31])=[CH:29][CH:30]=2)=[O:15])[CH:6]=[C:7]([C:9]([F:12])([F:10])[F:11])[CH:8]=1, predict the reactants needed to synthesize it. The reactants are: [F:1][C:2]([F:33])([F:32])[C:3]1[CH:4]=[C:5]([CH2:13][C:14]([N:16]2[CH2:21][CH2:20][CH:19]3[CH2:22][NH:23][CH2:24][CH:18]3[CH:17]2[C:25]2[CH:30]=[CH:29][C:28]([F:31])=[CH:27][CH:26]=2)=[O:15])[CH:6]=[C:7]([C:9]([F:12])([F:11])[F:10])[CH:8]=1.[O:34]=[C:35]1[N:39]([CH2:40][C:41](O)=[O:42])[CH2:38][CH2:37][O:36]1. (3) Given the product [Br-:9].[CH2:1]([C:3]1[S:4][CH:5]=[C:6]([CH3:8])[N+:7]=1[CH2:10][C:11](=[O:12])[C:13]1[CH:18]=[CH:17][CH:16]=[CH:15][CH:14]=1)[CH3:2], predict the reactants needed to synthesize it. The reactants are: [CH2:1]([C:3]1[S:4][CH:5]=[C:6]([CH3:8])[N:7]=1)[CH3:2].[Br:9][CH2:10][C:11]([C:13]1[CH:18]=[CH:17][CH:16]=[CH:15][CH:14]=1)=[O:12]. (4) Given the product [F:1][C:2]1[CH:3]=[CH:4][C:5]([C:8]2[N:9]=[C:10]([CH2:21][OH:22])[NH:11][CH:12]=2)=[CH:6][CH:7]=1, predict the reactants needed to synthesize it. The reactants are: [F:1][C:2]1[CH:7]=[CH:6][C:5]([C:8]2[N:9]=[C:10]([CH2:21][OH:22])[N:11](COCC[Si](C)(C)C)[CH:12]=2)=[CH:4][CH:3]=1.Cl. (5) The reactants are: Br[CH2:2][C:3]1[C:8]([F:9])=[C:7]([F:10])[CH:6]=[CH:5][C:4]=1[F:11].[OH:12][C:13]1[CH:18]=[C:17]([CH3:19])[CH:16]=[CH:15][N:14]=1. Given the product [CH3:19][C:17]1[CH:16]=[CH:15][N:14]=[C:13]([O:12][CH2:2][C:3]2[C:4]([F:11])=[CH:5][CH:6]=[C:7]([F:10])[C:8]=2[F:9])[CH:18]=1, predict the reactants needed to synthesize it. (6) The reactants are: [CH2:1]([O:8][C:9]1[C:10]([C:18]2([CH2:38][O:39][CH2:40][C:41]3[CH:46]=[CH:45][CH:44]=[CH:43][CH:42]=3)[C:26]3[C:21](=[CH:22][CH:23]=[CH:24][CH:25]=3)[N:20]([CH2:27][C:28]3[O:29][C:30]([C:33]([F:36])([F:35])[F:34])=[CH:31][CH:32]=3)[C:19]2=[O:37])=[CH:11][C:12]2[O:16][CH2:15][O:14][C:13]=2[CH:17]=1)[C:2]1[CH:7]=[CH:6][CH:5]=[CH:4][CH:3]=1. Given the product [CH2:1]([O:8][C:9]1[C:10]([C@:18]2([CH2:38][O:39][CH2:40][C:41]3[CH:46]=[CH:45][CH:44]=[CH:43][CH:42]=3)[C:26]3[C:21](=[CH:22][CH:23]=[CH:24][CH:25]=3)[N:20]([CH2:27][C:28]3[O:29][C:30]([C:33]([F:34])([F:35])[F:36])=[CH:31][CH:32]=3)[C:19]2=[O:37])=[CH:11][C:12]2[O:16][CH2:15][O:14][C:13]=2[CH:17]=1)[C:2]1[CH:7]=[CH:6][CH:5]=[CH:4][CH:3]=1, predict the reactants needed to synthesize it. (7) The reactants are: [CH:1]([O:4][C:5]1[CH:10]=[CH:9][C:8]([C:11](=[O:13])[CH3:12])=[CH:7][C:6]=1[CH3:14])([CH3:3])[CH3:2].O1CCCC1.[C:20](=O)([O:24]CC)[O:21][CH2:22][CH3:23].Cl. Given the product [CH2:22]([O:21][C:20](=[O:24])[CH2:12][C:11]([C:8]1[CH:9]=[CH:10][C:5]([O:4][CH:1]([CH3:3])[CH3:2])=[C:6]([CH3:14])[CH:7]=1)=[O:13])[CH3:23], predict the reactants needed to synthesize it. (8) The reactants are: NC1SC2C3C(CC=2C=1[C:14]([NH2:16])=[O:15])=CC=CC=3.[NH2:17][C:18]1[S:22][C:21]2[C:23]3[C:28]([CH2:29][CH2:30][C:20]=2[C:19]=1[C:31]([NH2:33])=[O:32])=[CH:27][CH:26]=[CH:25][CH:24]=3. Given the product [NH:17]([C:18]1[S:22][C:21]2[C:23]3[C:28]([CH2:29][CH2:30][C:20]=2[C:19]=1[C:31]([NH2:33])=[O:32])=[CH:27][CH:26]=[CH:25][CH:24]=3)[C:14]([NH2:16])=[O:15], predict the reactants needed to synthesize it. (9) Given the product [F:14][C:15]1[CH:20]=[CH:19][C:18]([S:21]([N:11]2[C:12]3[C:7](=[CH:6][CH:5]=[C:4]([N+:1]([O-:3])=[O:2])[CH:13]=3)[CH2:8][CH2:9][CH2:10]2)(=[O:23])=[O:22])=[CH:17][CH:16]=1, predict the reactants needed to synthesize it. The reactants are: [N+:1]([C:4]1[CH:13]=[C:12]2[C:7]([CH2:8][CH2:9][CH2:10][NH:11]2)=[CH:6][CH:5]=1)([O-:3])=[O:2].[F:14][C:15]1[CH:20]=[CH:19][C:18]([S:21](Cl)(=[O:23])=[O:22])=[CH:17][CH:16]=1.N1C=CC=CC=1. (10) Given the product [CH3:1][N:2]([CH3:7])[CH2:3][CH2:4][C:5]1[S:11][C:10]([NH2:12])=[N:9][N:6]=1, predict the reactants needed to synthesize it. The reactants are: [CH3:1][N:2]([CH3:7])[CH2:3][CH2:4][C:5]#[N:6].N[NH:9][C:10]([NH2:12])=[S:11].C(=O)([O-])[O-].[K+].[K+].